This data is from Forward reaction prediction with 1.9M reactions from USPTO patents (1976-2016). The task is: Predict the product of the given reaction. (1) The product is: [O:21]=[C:22]1[NH:17][C:16]2[CH:15]=[CH:14][CH:13]=[N:12][C:11]=2[N:30]2[CH2:29][CH2:28][N:27]([C:31]([O:33][C:34]([CH3:37])([CH3:36])[CH3:35])=[O:32])[CH2:26][CH:25]2[CH2:24]1. Given the reactants C(N(C(C)C)CC)(C)C.Cl[C:11]1[C:16]([N+:17]([O-])=O)=[CH:15][CH:14]=[CH:13][N:12]=1.C[O:21][C:22]([CH2:24][CH:25]1[NH:30][CH2:29][CH2:28][N:27]([C:31]([O:33][C:34]([CH3:37])([CH3:36])[CH3:35])=[O:32])[CH2:26]1)=O.C[O-].[Na+], predict the reaction product. (2) Given the reactants Cl[C:2]1[N:7]=[N:6][C:5]([CH2:8][C:9]([C:11]2[CH:16]=[CH:15][C:14]([F:17])=[CH:13][CH:12]=2)=[O:10])=[CH:4][CH:3]=1.C([O-])(=[O:20])C.[Na+].O, predict the reaction product. The product is: [F:17][C:14]1[CH:15]=[CH:16][C:11]([C:9](=[O:10])[CH2:8][C:5]2[CH:4]=[CH:3][C:2](=[O:20])[NH:7][N:6]=2)=[CH:12][CH:13]=1. (3) Given the reactants [Cl-:1].[Cl-].[CH:3]1([Zr+2:8][C:9]2([CH2:14][CH2:15][O:16][Si](C)(C)C)[CH:13]=[CH:12][CH:11]=[CH:10]2)[CH:7]=[CH:6][CH:5]=[CH:4]1, predict the reaction product. The product is: [Cl-:1].[Cl-:1].[CH:3]1([Zr+2:8][C:9]2([CH2:14][CH2:15][OH:16])[CH:10]=[CH:11][CH:12]=[CH:13]2)[CH:7]=[CH:6][CH:5]=[CH:4]1. (4) The product is: [OH:1][C:2]1[CH:3]=[C:4]2[C:9](=[CH:10][CH:11]=1)[CH:8]=[C:7]([C:12]([N:20]1[CH2:26][CH2:27][CH2:28][CH2:23][CH2:24]1)=[O:14])[CH:6]=[CH:5]2. Given the reactants [OH:1][C:2]1[CH:3]=[C:4]2[C:9](=[CH:10][CH:11]=1)[CH:8]=[C:7]([C:12]([OH:14])=O)[CH:6]=[CH:5]2.F[B-](F)(F)F.[N:20]1(OC(N(C)C)=[N+](C)C)[C:24]2C=[CH:26][CH:27]=[CH:28][C:23]=2N=N1.C(N(C(C)C)C(C)C)C.N1CCCCC1, predict the reaction product. (5) Given the reactants Cl[C:2]1[N:7]=[C:6]([C:8]2[N:12]3[CH:13]=[CH:14][CH:15]=[CH:16][C:11]3=[N:10][C:9]=2[C:17]2[CH:18]=[CH:19][C:20]([O:34][CH3:35])=[C:21]([CH:33]=2)[C:22]([NH:24][C:25]2[C:30]([F:31])=[CH:29][CH:28]=[CH:27][C:26]=2[F:32])=[O:23])[CH:5]=[CH:4][N:3]=1.[F:36][CH2:37][CH2:38][N:39]1[CH2:44][CH2:43][CH:42]([C:45]2[CH:51]=[CH:50][C:48]([NH2:49])=[C:47]([O:52][CH3:53])[CH:46]=2)[CH2:41][CH2:40]1.O.C1(C)C=CC(S(O)(=O)=O)=CC=1, predict the reaction product. The product is: [F:32][C:26]1[CH:27]=[CH:28][CH:29]=[C:30]([F:31])[C:25]=1[NH:24][C:22](=[O:23])[C:21]1[CH:33]=[C:17]([C:9]2[N:10]=[C:11]3[CH:16]=[CH:15][CH:14]=[CH:13][N:12]3[C:8]=2[C:6]2[CH:5]=[CH:4][N:3]=[C:2]([NH:49][C:48]3[CH:50]=[CH:51][C:45]([CH:42]4[CH2:41][CH2:40][N:39]([CH2:38][CH2:37][F:36])[CH2:44][CH2:43]4)=[CH:46][C:47]=3[O:52][CH3:53])[N:7]=2)[CH:18]=[CH:19][C:20]=1[O:34][CH3:35]. (6) Given the reactants CC1C(C)=C(C)[SiH](C)[SiH-](C)(C)C=1.[Li+].[C:14]1(=O)[CH2:19][CH2:18][CH2:17][CH2:16][CH2:15]1.[F:21][C:22]([F:36])([F:35])[C:23](OC1C=CC([N+]([O-])=O)=CC=1)=O.[NH2:37][NH2:38].Cl, predict the reaction product. The product is: [F:21][C:22]([F:36])([F:35])[C:23]1[C:14]2[CH2:19][CH2:18][CH2:17][CH2:16][C:15]=2[NH:38][N:37]=1.